This data is from NCI-60 drug combinations with 297,098 pairs across 59 cell lines. The task is: Regression. Given two drug SMILES strings and cell line genomic features, predict the synergy score measuring deviation from expected non-interaction effect. Drug 1: C1=CC(=CC=C1CCC2=CNC3=C2C(=O)NC(=N3)N)C(=O)NC(CCC(=O)O)C(=O)O. Drug 2: C1C(C(OC1N2C=NC3=C2NC=NCC3O)CO)O. Cell line: SF-268. Synergy scores: CSS=16.6, Synergy_ZIP=-0.843, Synergy_Bliss=3.31, Synergy_Loewe=-31.1, Synergy_HSA=3.42.